This data is from Reaction yield outcomes from USPTO patents with 853,638 reactions. The task is: Predict the reaction yield, written as a fraction of the theoretical maximum amount of product (1.0 means a 100% yield; for example, 0.34 means a 34% yield). (1) The product is [CH:32]1([NH:37][C:2]2[N:7]3[N:8]=[C:9]([C:25]4[CH:30]=[CH:29][CH:28]=[C:27]([CH3:31])[CH:26]=4)[C:10]([C:11]4[C:16]([CH3:17])=[C:15]([CH3:18])[N:14]=[C:13]([NH:19][CH:20]5[CH2:24][CH2:23][CH2:22][CH2:21]5)[N:12]=4)=[C:6]3[CH:5]=[CH:4][CH:3]=2)[CH2:36][CH2:35][CH2:34][CH2:33]1. The reactants are Cl[C:2]1[N:7]2[N:8]=[C:9]([C:25]3[CH:30]=[CH:29][CH:28]=[C:27]([CH3:31])[CH:26]=3)[C:10]([C:11]3[C:16]([CH3:17])=[C:15]([CH3:18])[N:14]=[C:13]([NH:19][CH:20]4[CH2:24][CH2:23][CH2:22][CH2:21]4)[N:12]=3)=[C:6]2[CH:5]=[CH:4][CH:3]=1.[CH:32]1([NH2:37])[CH2:36][CH2:35][CH2:34][CH2:33]1. The yield is 0.440. No catalyst specified. (2) The reactants are [NH2:1][C:2]1[CH:3]=[C:4]([CH:23]=[CH:24][C:25]=1[B:26]1[O:30]C(C)(C)C(C)(C)[O:27]1)[C:5]([NH:7][N:8]([C:19]([CH3:22])([CH3:21])[CH3:20])[C:9](=[O:18])[C:10]1[CH:15]=[C:14]([CH3:16])[CH:13]=[C:12]([CH3:17])[CH:11]=1)=[O:6].[C:35]1([S:41](Cl)(=[O:43])=[O:42])[CH:40]=[CH:39][CH:38]=[CH:37][CH:36]=1. The catalyst is O1CCOCC1. The product is [C:19]([N:8]([C:9](=[O:18])[C:10]1[CH:11]=[C:12]([CH3:17])[CH:13]=[C:14]([CH3:16])[CH:15]=1)[NH:7][C:5]([C:4]1[CH:23]=[CH:24][C:25]([B:26]([OH:27])[OH:30])=[C:2]([NH:1][S:41]([C:35]2[CH:40]=[CH:39][CH:38]=[CH:37][CH:36]=2)(=[O:43])=[O:42])[CH:3]=1)=[O:6])([CH3:21])([CH3:20])[CH3:22]. The yield is 0.210. (3) The reactants are [CH3:1][C:2]([C:6]1[CH:11]=[CH:10][C:9]([NH:12]C(=O)C)=[C:8]([N+:16]([O-:18])=[O:17])[CH:7]=1)([CH3:5])[CH2:3][CH3:4].O.[OH-].[Na+]. The catalyst is CO. The product is [CH3:5][C:2]([C:6]1[CH:11]=[CH:10][C:9]([NH2:12])=[C:8]([N+:16]([O-:18])=[O:17])[CH:7]=1)([CH3:1])[CH2:3][CH3:4]. The yield is 0.880. (4) The reactants are [OH:1][CH2:2][CH2:3][CH:4]([CH3:20])[CH2:5][C@@H:6]1[CH2:10][N:9]([C@H:11]([C:13]2[CH:18]=[CH:17][CH:16]=[CH:15][CH:14]=2)[CH3:12])[C:8](=[O:19])[CH2:7]1.[H-].[Na+].[CH3:23]I. The yield is 0.520. The product is [CH3:23][O:1][CH2:2][CH2:3][CH:4]([CH3:20])[CH2:5][C@@H:6]1[CH2:10][N:9]([C@H:11]([C:13]2[CH:14]=[CH:15][CH:16]=[CH:17][CH:18]=2)[CH3:12])[C:8](=[O:19])[CH2:7]1. The catalyst is CS(C)=O.O. (5) The reactants are [C:1]([C:3]1[NH:7][C:6]([C:8]([OH:10])=[O:9])=[CH:5][CH:4]=1)#N.Cl.CN(C)CCCN=C=N[CH2:20][CH3:21].[OH:23]C1C2N=NNC=2C=CC=1.N1(C2C=CC=CC=2N)CCCCC1. The catalyst is ClCCl.[Cl-].[Na+].O. The product is [CH2:20]([O:10][C:8]([C:6]1[NH:7][C:3]([CH:1]=[O:23])=[CH:4][CH:5]=1)=[O:9])[CH3:21]. The yield is 0.420.